This data is from CYP2C19 inhibition data for predicting drug metabolism from PubChem BioAssay. The task is: Regression/Classification. Given a drug SMILES string, predict its absorption, distribution, metabolism, or excretion properties. Task type varies by dataset: regression for continuous measurements (e.g., permeability, clearance, half-life) or binary classification for categorical outcomes (e.g., BBB penetration, CYP inhibition). Dataset: cyp2c19_veith. (1) The drug is COc1ccc(C2=NN(C)C(=NCc3ccccc3)SC2)cc1. The result is 1 (inhibitor). (2) The compound is N[C@H](C(=O)O)c1ccc(C(=O)O)cc1. The result is 0 (non-inhibitor). (3) The molecule is Cc1nn2c(N3CCN(C(=O)c4ccco4)CC3)cc(C(C)(C)C)nc2c1-c1ccc(Cl)cc1. The result is 1 (inhibitor).